From a dataset of Full USPTO retrosynthesis dataset with 1.9M reactions from patents (1976-2016). Predict the reactants needed to synthesize the given product. The reactants are: Cl[C:2]1[CH:3]=[C:4]([CH:9]=[CH:10][N:11]=1)[C:5]([O:7][CH3:8])=[O:6].[C:12]([C:16]1[S:20][C:19](B2OC(C)(C)C(C)(C)O2)=[CH:18][CH:17]=1)([CH3:15])([CH3:14])[CH3:13].C([O-])([O-])=O.[K+].[K+].C(Cl)Cl. Given the product [C:12]([C:16]1[S:20][C:19]([C:2]2[CH:3]=[C:4]([CH:9]=[CH:10][N:11]=2)[C:5]([O:7][CH3:8])=[O:6])=[CH:18][CH:17]=1)([CH3:15])([CH3:14])[CH3:13], predict the reactants needed to synthesize it.